This data is from Catalyst prediction with 721,799 reactions and 888 catalyst types from USPTO. The task is: Predict which catalyst facilitates the given reaction. (1) Reactant: [C:1]([O:5][C:6]([NH:8][CH2:9][C@H:10]1[CH2:15][CH2:14][C@H:13]([C:16]([NH:18][C@H:19]([C:36](=[O:49])[NH:37][C:38]2[CH:43]=[CH:42][C:41]([C:44]3[N:45]=[N:46][NH:47][N:48]=3)=[CH:40][CH:39]=2)[CH2:20][C:21]2[CH:26]=[CH:25][C:24]([C:27]3[CH:32]=[CH:31][C:30]([C:33](O)=[O:34])=[CH:29][CH:28]=3)=[CH:23][CH:22]=2)=[O:17])[CH2:12][CH2:11]1)=[O:7])([CH3:4])([CH3:3])[CH3:2].[C:50]([O:54][C:55]([N:57]1[CH2:62][CH2:61][NH:60][CH2:59][CH2:58]1)=[O:56])([CH3:53])([CH3:52])[CH3:51].F[P-](F)(F)(F)(F)F.CN(C(ON1C2=NC=CC=C2N=N1)=[N+](C)C)C.C(N(CC)C(C)C)(C)C. Product: [C:1]([O:5][C:6]([NH:8][CH2:9][C@H:10]1[CH2:11][CH2:12][C@H:13]([C:16]([NH:18][C@H:19]([C:36](=[O:49])[NH:37][C:38]2[CH:39]=[CH:40][C:41]([C:44]3[N:45]=[N:46][NH:47][N:48]=3)=[CH:42][CH:43]=2)[CH2:20][C:21]2[CH:22]=[CH:23][C:24]([C:27]3[CH:28]=[CH:29][C:30]([C:33]([N:60]4[CH2:59][CH2:58][N:57]([C:55]([O:54][C:50]([CH3:53])([CH3:52])[CH3:51])=[O:56])[CH2:62][CH2:61]4)=[O:34])=[CH:31][CH:32]=3)=[CH:25][CH:26]=2)=[O:17])[CH2:14][CH2:15]1)=[O:7])([CH3:2])([CH3:4])[CH3:3]. The catalyst class is: 7. (2) Reactant: [N:1]12[CH2:8][CH2:7][CH:4]([CH2:5][CH2:6]1)[C@@H:3]([O:9][C:10]([C:12]1([C:19]3[S:20][CH:21]=[CH:22][CH:23]=3)[CH2:18][CH2:17][CH2:16][CH2:15][CH2:14][CH2:13]1)=[O:11])[CH2:2]2.[Br:24][CH2:25][C:26]([NH:28][C:29]1[O:33][N:32]=[C:31]([CH3:34])[CH:30]=1)=[O:27].C(OCC)(=O)C.CCCC(C)C. Product: [Br-:24].[CH3:34][C:31]1[CH:30]=[C:29]([NH:28][C:26]([CH2:25][N+:1]23[CH2:6][CH2:5][CH:4]([CH2:7][CH2:8]2)[C@@H:3]([O:9][C:10]([C:12]2([C:19]4[S:20][CH:21]=[CH:22][CH:23]=4)[CH2:18][CH2:17][CH2:16][CH2:15][CH2:14][CH2:13]2)=[O:11])[CH2:2]3)=[O:27])[O:33][N:32]=1. The catalyst class is: 10. (3) Reactant: [F:1][C:2]1[CH:3]=[C:4]([C:9]2[N:14]=[C:13]3[C:15]([CH2:18][C:19]([O:21]C)=[O:20])=[CH:16][O:17][C:12]3=[CH:11][CH:10]=2)[CH:5]=[C:6]([F:8])[CH:7]=1.CO.[OH-].[Na+].Cl. Product: [F:1][C:2]1[CH:3]=[C:4]([C:9]2[N:14]=[C:13]3[C:15]([CH2:18][C:19]([OH:21])=[O:20])=[CH:16][O:17][C:12]3=[CH:11][CH:10]=2)[CH:5]=[C:6]([F:8])[CH:7]=1. The catalyst class is: 34. (4) Reactant: [CH3:1][C:2]1([CH3:15])[CH2:11][CH2:10][C:9]2[C:4](=[C:5]([C:12]([OH:14])=[O:13])[CH:6]=[CH:7][CH:8]=2)[O:3]1.[C:16]1(C)C=CC=CC=1.[Si](C=[N+]=[N-])(C)(C)C.C(O)(=O)C. Product: [CH3:1][C:2]1([CH3:15])[CH2:11][CH2:10][C:9]2[C:4](=[C:5]([C:12]([O:14][CH3:16])=[O:13])[CH:6]=[CH:7][CH:8]=2)[O:3]1. The catalyst class is: 5. (5) Reactant: C([NH:8][C@@H:9]1[C@@H:13]([F:14])[CH2:12][N:11]([C:15]([O:17][C:18]([CH3:21])([CH3:20])[CH3:19])=[O:16])[CH2:10]1)C1C=CC=CC=1. Product: [NH2:8][C@@H:9]1[C@@H:13]([F:14])[CH2:12][N:11]([C:15]([O:17][C:18]([CH3:21])([CH3:20])[CH3:19])=[O:16])[CH2:10]1. The catalyst class is: 29. (6) Reactant: Cl[C:2]([O:4][CH3:5])=[O:3].[NH2:6][CH2:7][C@H:8]1[O:12][C:11](=[O:13])[N:10]([C:14]2[CH:15]=[C:16]3[C:20](=[CH:21][CH:22]=2)[N:19]([CH2:23][CH2:24][CH3:25])[C:18](=[O:26])[CH2:17]3)[CH2:9]1.C(N(C(C)C)CC)(C)C. Product: [CH3:5][O:4][C:2](=[O:3])[NH:6][CH2:7][C@@H:8]1[O:12][C:11](=[O:13])[N:10]([C:14]2[CH:15]=[C:16]3[C:20](=[CH:21][CH:22]=2)[N:19]([CH2:23][CH2:24][CH3:25])[C:18](=[O:26])[CH2:17]3)[CH2:9]1. The catalyst class is: 4. (7) Reactant: [CH3:1][Si:2]([CH3:20])([CH3:19])[CH2:3][CH2:4][O:5][CH2:6][O:7][CH2:8][C:9]1[N:10]=[C:11]([C:14]2O[CH:16]=[N:17][N:18]=2)[S:12][CH:13]=1.[NH2:21][CH2:22][C:23]([CH3:26])([OH:25])[CH3:24]. Product: [CH3:24][C:23]([OH:25])([CH3:26])[CH2:22][N:21]1[CH:16]=[N:17][N:18]=[C:14]1[C:11]1[S:12][CH:13]=[C:9]([CH2:8][O:7][CH2:6][O:5][CH2:4][CH2:3][Si:2]([CH3:20])([CH3:19])[CH3:1])[N:10]=1. The catalyst class is: 11. (8) Reactant: [ClH:1].[CH3:2][S:3][C:4]1[CH:5]=[C:6]([N:10](C(OCCCC)=O)[NH:11]C(OCCCC)=O)[CH:7]=[CH:8][CH:9]=1. Product: [ClH:1].[CH3:2][S:3][C:4]1[CH:5]=[C:6]([NH:10][NH2:11])[CH:7]=[CH:8][CH:9]=1. The catalyst class is: 5.